From a dataset of Reaction yield outcomes from USPTO patents with 853,638 reactions. Predict the reaction yield, written as a fraction of the theoretical maximum amount of product (1.0 means a 100% yield; for example, 0.34 means a 34% yield). The reactants are F[C:2]1[CH:3]=[C:4]([C:9]2[O:13][N:12]=[C:11]([C:14]([N:16]3[CH2:21][C@H:20]([CH2:22][CH:23]([CH3:25])[CH3:24])[NH:19][C:18](=[O:26])[C@@H:17]3[CH2:27][CH:28]([CH3:30])[CH3:29])=[O:15])[CH:10]=2)[CH:5]=[CH:6][C:7]=1F.C([C@@H]1NC[C@H](CC(C)C)[NH:37][C:36]1=O)C(C)C.C(C1C=CC(C2ON=C(C(O)=O)C=2)=CC=1)#N. No catalyst specified. The product is [CH2:27]([C@H:17]1[C:18](=[O:26])[NH:19][C@@H:20]([CH2:22][CH:23]([CH3:25])[CH3:24])[CH2:21][N:16]1[C:14]([C:11]1[CH:10]=[C:9]([C:4]2[CH:5]=[CH:6][C:7]([C:36]#[N:37])=[CH:2][CH:3]=2)[O:13][N:12]=1)=[O:15])[CH:28]([CH3:30])[CH3:29]. The yield is 0.316.